Task: Predict which catalyst facilitates the given reaction.. Dataset: Catalyst prediction with 721,799 reactions and 888 catalyst types from USPTO (1) Reactant: [Cl:1][C:2]1[C:3]([CH:14]=[O:15])=[CH:4][NH:5][C:6]=1[C:7]1[C:8]([F:13])=[N:9][CH:10]=[CH:11][CH:12]=1.[H-].[Na+].C1OCCOCCOCCOCCOC1.[CH3:33][S:34]([C:37]1[CH:38]=[C:39]([S:43](Cl)(=[O:45])=[O:44])[CH:40]=[CH:41][CH:42]=1)(=[O:36])=[O:35]. Product: [Cl:1][C:2]1[C:3]([CH:14]=[O:15])=[CH:4][N:5]([S:43]([C:39]2[CH:40]=[CH:41][CH:42]=[C:37]([S:34]([CH3:33])(=[O:36])=[O:35])[CH:38]=2)(=[O:45])=[O:44])[C:6]=1[C:7]1[C:8]([F:13])=[N:9][CH:10]=[CH:11][CH:12]=1. The catalyst class is: 685. (2) Reactant: [C:1]([CH2:4]C(=O)C)(=O)[CH3:2].[CH:8]([CH:10]=[CH2:11])=O.[C:12]([O-:15])(=O)[CH3:13].[NH4+:16]. Product: [CH3:8][C:10]1[C:11]([C:12](=[O:15])[CH3:13])=[CH:2][CH:1]=[CH:4][N:16]=1. The catalyst class is: 11. (3) Reactant: [F:1][C:2]1[CH2:7][CH2:6][CH:5]([C:8]([O:10][CH2:11][C:12]2[CH:17]=[CH:16][CH:15]=[CH:14][CH:13]=2)=[O:9])[CH2:4][CH:3]=1.C[Si]([N-][Si](C)(C)C)(C)C.[K+].C1(C2[O:36]N2S(C2C=CC=CC=2)(=O)=O)C=CC=CC=1.O1CN1. Product: [F:1][C:2]1[CH2:7][CH2:6][C:5]([OH:36])([C:8]([O:10][CH2:11][C:12]2[CH:13]=[CH:14][CH:15]=[CH:16][CH:17]=2)=[O:9])[CH2:4][CH:3]=1. The catalyst class is: 247. (4) Reactant: [NH2:1][C@H:2]([C:4]1[N:9]([C:10]2[CH:15]=[CH:14][CH:13]=[CH:12][CH:11]=2)[C:8](=[O:16])[C:7]2=[C:17]([CH3:20])[CH:18]=[CH:19][N:6]2[N:5]=1)[CH3:3].Cl[C:22]1[C:23]2[CH:30]=[CH:29][S:28][C:24]=2[N:25]=[CH:26][N:27]=1.C(N(CC)C(C)C)(C)C. Product: [CH3:20][C:17]1[CH:18]=[CH:19][N:6]2[C:7]=1[C:8](=[O:16])[N:9]([C:10]1[CH:15]=[CH:14][CH:13]=[CH:12][CH:11]=1)[C:4]([C@@H:2]([NH:1][C:22]1[C:23]3[CH:30]=[CH:29][S:28][C:24]=3[N:25]=[CH:26][N:27]=1)[CH3:3])=[N:5]2. The catalyst class is: 51.